The task is: Predict the reaction yield, written as a fraction of the theoretical maximum amount of product (1.0 means a 100% yield; for example, 0.34 means a 34% yield).. This data is from Reaction yield outcomes from USPTO patents with 853,638 reactions. (1) The reactants are [F:1][C:2]1[CH:16]=[CH:15][C:5]([CH2:6][O:7][C:8]2[CH:14]=[CH:13][C:11]([NH2:12])=[CH:10][CH:9]=2)=[CH:4][CH:3]=1.[C:17](O[C:17]([O:18][CH2:19][CH3:20])=[O:21])(=[O:21])[O:18][CH2:19][CH3:20]. The catalyst is C(O)C. The product is [CH2:19]([O:18][C:17](=[O:21])[NH:12][C:11]1[CH:13]=[CH:14][C:8]([O:7][CH2:6][C:5]2[CH:15]=[CH:16][C:2]([F:1])=[CH:3][CH:4]=2)=[CH:9][CH:10]=1)[CH3:20]. The yield is 0.300. (2) The reactants are B(Br)(Br)Br.[C:5]1([C:31]2[CH:36]=[CH:35][CH:34]=[CH:33][CH:32]=2)[CH:10]=[CH:9][C:8]([CH2:11][N:12]2[C:21]3[C:16](=[C:17]([O:28]C)[CH:18]=[CH:19][C:20]=3[C:22]3[CH:27]=[CH:26][CH:25]=[CH:24][CH:23]=3)[CH2:15][CH2:14][C:13]2=[O:30])=[CH:7][CH:6]=1. The catalyst is ClCCl. The product is [C:5]1([C:31]2[CH:36]=[CH:35][CH:34]=[CH:33][CH:32]=2)[CH:6]=[CH:7][C:8]([CH2:11][N:12]2[C:21]3[C:16](=[C:17]([OH:28])[CH:18]=[CH:19][C:20]=3[C:22]3[CH:27]=[CH:26][CH:25]=[CH:24][CH:23]=3)[CH2:15][CH2:14][C:13]2=[O:30])=[CH:9][CH:10]=1. The yield is 1.00. (3) The reactants are [Br:1][C:2]1[CH:12]=[CH:11][C:5]([C:6]([O:8][CH2:9][CH3:10])=[O:7])=[CH:4][C:3]=1[OH:13].C(=O)([O-])[O-].[K+].[K+].Cl[CH2:21][C:22]([CH3:25])([OH:24])[CH3:23]. The yield is 0.260. The catalyst is CN(C=O)C. The product is [OH:24][C:22]([CH3:25])([CH3:23])[CH2:21][O:13][C:3]1[CH:4]=[C:5]([CH:11]=[CH:12][C:2]=1[Br:1])[C:6]([O:8][CH2:9][CH3:10])=[O:7].